Dataset: Reaction yield outcomes from USPTO patents with 853,638 reactions. Task: Predict the reaction yield, written as a fraction of the theoretical maximum amount of product (1.0 means a 100% yield; for example, 0.34 means a 34% yield). (1) The reactants are [CH3:1][C:2]1([CH3:32])[O:6][C@H:5]([C:7](=[O:29])[CH2:8][O:9][C:10]([C:23]2[CH:28]=[CH:27][CH:26]=[CH:25][CH:24]=2)([C:17]2[CH:22]=[CH:21][CH:20]=[CH:19][CH:18]=2)[C:11]2[CH:16]=[CH:15][CH:14]=[CH:13][CH:12]=2)[C@H:4]([CH:30]=[CH2:31])[O:3]1.[CH:33]([Mg]Br)=[CH2:34]. The catalyst is O1CCCC1. The product is [CH3:1][C:2]1([CH3:32])[O:6][C@H:5]([C@@:7]([OH:29])([CH:33]=[CH2:34])[CH2:8][O:9][C:10]([C:11]2[CH:16]=[CH:15][CH:14]=[CH:13][CH:12]=2)([C:23]2[CH:28]=[CH:27][CH:26]=[CH:25][CH:24]=2)[C:17]2[CH:18]=[CH:19][CH:20]=[CH:21][CH:22]=2)[C@H:4]([CH:30]=[CH2:31])[O:3]1. The yield is 1.00. (2) The reactants are [F:1][C:2]1[C:3]([O:13][CH3:14])=[C:4]([C:8]2(O)[CH2:11][CH2:10][CH2:9]2)[CH:5]=[CH:6][CH:7]=1.[SiH](CC)(CC)CC.C(O)(C(F)(F)F)=O. The catalyst is C(Cl)Cl. The product is [CH:8]1([C:4]2[CH:5]=[CH:6][CH:7]=[C:2]([F:1])[C:3]=2[O:13][CH3:14])[CH2:9][CH2:10][CH2:11]1. The yield is 0.790.